The task is: Predict which catalyst facilitates the given reaction.. This data is from Catalyst prediction with 721,799 reactions and 888 catalyst types from USPTO. (1) Reactant: [NH:1]1[CH2:4][CH2:3][CH2:2]1.C(N(CC)CC)C.Cl[C:13]([O:15][C:16]1[CH:21]=[CH:20][CH:19]=[CH:18][CH:17]=1)=[O:14]. Product: [N:1]1([C:13]([O:15][C:16]2[CH:21]=[CH:20][CH:19]=[CH:18][CH:17]=2)=[O:14])[CH2:4][CH2:3][CH2:2]1. The catalyst class is: 34. (2) Reactant: [O:1]=[C:2]1[N:6]([C:7]([O:9][C:10]([CH3:13])([CH3:12])[CH3:11])=[O:8])[C@@H:5]([C:14]([O:16][CH3:17])=[O:15])[CH2:4][CH2:3]1.[CH3:18][Mg+].[Br-]. Product: [C:10]([O:9][C:7]([NH:6][C@H:5]([CH2:4][CH2:3][C:2](=[O:1])[CH3:18])[C:14]([O:16][CH3:17])=[O:15])=[O:8])([CH3:13])([CH3:12])[CH3:11]. The catalyst class is: 1. (3) Reactant: Br[C:2]1[N:7]2[CH:8]=[C:9]([CH2:11][CH2:12][C:13]3[CH:22]=[CH:21][C:20]4[C:15](=[CH:16][CH:17]=[CH:18][CH:19]=4)[N:14]=3)[N:10]=[C:6]2[C:5]([N:23]2[CH2:28][CH2:27][O:26][CH2:25][CH2:24]2)=[N:4][CH:3]=1.[CH3:29][O:30][CH2:31][CH2:32][O:33][CH2:34][CH2:35][O:36][C:37]1[CH:42]=[CH:41][C:40](B2OC(C)(C)C(C)(C)O2)=[CH:39][CH:38]=1.C([O-])([O-])=O.[Na+].[Na+]. Product: [CH3:29][O:30][CH2:31][CH2:32][O:33][CH2:34][CH2:35][O:36][C:37]1[CH:38]=[CH:39][C:40]([C:2]2[N:7]3[CH:8]=[C:9]([CH2:11][CH2:12][C:13]4[CH:22]=[CH:21][C:20]5[C:15](=[CH:16][CH:17]=[CH:18][CH:19]=5)[N:14]=4)[N:10]=[C:6]3[C:5]([N:23]3[CH2:28][CH2:27][O:26][CH2:25][CH2:24]3)=[N:4][CH:3]=2)=[CH:41][CH:42]=1. The catalyst class is: 462. (4) Reactant: [C:1]([O:5][C:6](=[O:29])[NH:7][CH:8]([C:17](=[C:19]1C(=O)OC(C)(C)[O:21][C:20]1=O)[OH:18])[CH2:9][CH2:10][C:11]1[CH:16]=[CH:15][CH:14]=[CH:13][CH:12]=1)([CH3:4])([CH3:3])[CH3:2]. Product: [C:1]([O:5][C:6]([N:7]1[C:20](=[O:21])[CH:19]=[C:17]([OH:18])[CH:8]1[CH2:9][CH2:10][C:11]1[CH:16]=[CH:15][CH:14]=[CH:13][CH:12]=1)=[O:29])([CH3:4])([CH3:3])[CH3:2]. The catalyst class is: 5.